Dataset: Full USPTO retrosynthesis dataset with 1.9M reactions from patents (1976-2016). Task: Predict the reactants needed to synthesize the given product. (1) Given the product [Cl:14][C:2]1[C:7]([I:8])=[CH:6][C:5]([N+:9]([O-:11])=[O:10])=[CH:4][N:3]=1, predict the reactants needed to synthesize it. The reactants are: O[C:2]1[C:7]([I:8])=[CH:6][C:5]([N+:9]([O-:11])=[O:10])=[CH:4][N:3]=1.P(Cl)(Cl)([Cl:14])=O. (2) Given the product [F:27][C:18]1[CH:17]=[C:16]([C:14]2[CH:15]=[C:10]([CH:4]([CH2:5][CH:6]([CH2:8][CH3:9])[CH3:7])[C:3]([OH:38])=[O:2])[CH:11]=[C:12]([C:28]3[CH:29]=[CH:30][C:31]([C:34]([F:35])([F:36])[F:37])=[CH:32][CH:33]=3)[CH:13]=2)[CH:21]=[CH:20][C:19]=1[O:22][C:23]([F:25])([F:24])[F:26], predict the reactants needed to synthesize it. The reactants are: C[O:2][C:3](=[O:38])[CH:4]([C:10]1[CH:11]=[C:12]([C:28]2[CH:33]=[CH:32][C:31]([C:34]([F:37])([F:36])[F:35])=[CH:30][CH:29]=2)[CH:13]=[C:14]([C:16]2[CH:21]=[CH:20][C:19]([O:22][C:23]([F:26])([F:25])[F:24])=[C:18]([F:27])[CH:17]=2)[CH:15]=1)[CH2:5][CH:6]([CH2:8][CH3:9])[CH3:7].[Li+].[OH-]. (3) Given the product [N:11]1([CH2:10][C:2]2[N:1]([CH2:27][C:28]([NH:30][CH3:31])=[O:29])[C:5]3[CH:6]=[CH:7][CH:8]=[CH:9][C:4]=3[N:3]=2)[C:15]2[CH:16]=[CH:17][CH:18]=[CH:19][C:14]=2[N:13]=[N:12]1, predict the reactants needed to synthesize it. The reactants are: [NH:1]1[C:5]2[CH:6]=[CH:7][CH:8]=[CH:9][C:4]=2[N:3]=[C:2]1[CH2:10][N:11]1[C:15]2[CH:16]=[CH:17][CH:18]=[CH:19][C:14]=2[N:13]=[N:12]1.C(=O)([O-])[O-].[K+].[K+].Cl[CH2:27][C:28]([NH:30][CH3:31])=[O:29]. (4) Given the product [F:1][C:2]1[CH:3]=[C:4]([NH:12][C:13]2[N:17]=[C:16]([NH2:18])[NH:15][N:14]=2)[CH:5]=[C:6]([C:8]([F:9])([F:10])[F:11])[CH:7]=1, predict the reactants needed to synthesize it. The reactants are: [F:1][C:2]1[CH:3]=[C:4]([NH:12][C:13]2[N:17]=[C:16]([N:18](CC3C=CC(OC)=CC=3)CC3C=CC(OC)=CC=3)[N:15](CC3C=CC(OC)=CC=3)[N:14]=2)[CH:5]=[C:6]([C:8]([F:11])([F:10])[F:9])[CH:7]=1.C(O)(C(F)(F)F)=O.